From a dataset of Catalyst prediction with 721,799 reactions and 888 catalyst types from USPTO. Predict which catalyst facilitates the given reaction. (1) Reactant: C([Li])CCC.[N:6]1([C:11]2[CH:32]=[CH:31][C:14]([CH2:15][C:16]3[C:17]([O:29][CH3:30])=[N:18][C:19]4[C:24]([C:25]=3[Cl:26])=[CH:23][C:22](Br)=[CH:21][C:20]=4[CH3:28])=[CH:13][CH:12]=2)[CH:10]=[CH:9][CH:8]=[N:7]1.[CH3:33][N:34]1[C:38]([C:39]([C:41]2[N:45]([CH3:46])[CH:44]=[N:43][CH:42]=2)=[O:40])=[CH:37][N:36]=[CH:35]1.[NH4+].[Cl-]. Product: [N:6]1([C:11]2[CH:32]=[CH:31][C:14]([CH2:15][C:16]3[C:17]([O:29][CH3:30])=[N:18][C:19]4[C:24]([C:25]=3[Cl:26])=[CH:23][C:22]([C:39]([C:38]3[N:34]([CH3:33])[CH:35]=[N:36][CH:37]=3)([C:41]3[N:45]([CH3:46])[CH:44]=[N:43][CH:42]=3)[OH:40])=[CH:21][C:20]=4[CH3:28])=[CH:13][CH:12]=2)[CH:10]=[CH:9][CH:8]=[N:7]1. The catalyst class is: 249. (2) Reactant: [NH2:1][C@@H:2]([CH2:6][O:7][C:8]([O:10][C:11]1[C:16]([CH:17]([CH3:19])[CH3:18])=[CH:15][CH:14]=[CH:13][C:12]=1[CH:20]([CH3:22])[CH3:21])=[O:9])[C:3]([OH:5])=[O:4].[CH3:23][S:24]([OH:27])(=[O:26])=[O:25]. Product: [S:24]([OH:27])(=[O:26])(=[O:25])[CH3:23].[NH2:1][C@@H:2]([CH2:6][O:7][C:8]([O:10][C:11]1[C:16]([CH:17]([CH3:18])[CH3:19])=[CH:15][CH:14]=[CH:13][C:12]=1[CH:20]([CH3:22])[CH3:21])=[O:9])[C:3]([OH:5])=[O:4]. The catalyst class is: 6. (3) Reactant: [CH:1]([C:3]1[CH:11]=[CH:10][C:6]([C:7]([OH:9])=[O:8])=[C:5]([N+:12]([O-:14])=[O:13])[CH:4]=1)=O.[C:15]1([C:21](=O)[CH2:22][C:23]2[CH:28]=[CH:27][CH:26]=[CH:25][CH:24]=2)[CH:20]=[CH:19][CH:18]=[CH:17][CH:16]=1.[NH2:30][C:31]([NH2:33])=[O:32].Cl.[CH2:35](O)[CH3:36]. Product: [N+:12]([C:5]1[CH:4]=[C:3]([CH:1]2[C:22]([C:23]3[CH:28]=[CH:27][CH:26]=[CH:25][CH:24]=3)=[C:21]([C:15]3[CH:20]=[CH:19][CH:18]=[CH:17][CH:16]=3)[NH:33][C:31](=[O:32])[NH:30]2)[CH:11]=[CH:10][C:6]=1[C:7]([O:9][CH2:35][CH3:36])=[O:8])([O-:14])=[O:13]. The catalyst class is: 25. (4) Reactant: [I:1][C:2]1[C:10]2[C:5](=[N:6][CH:7]=[N:8][C:9]=2[NH2:11])[N:4]([CH:12]2[CH2:17][CH2:16][NH:15][CH2:14][CH2:13]2)[N:3]=1.C=O.[C:20](O[BH-](OC(=O)C)OC(=O)C)(=O)C.[Na+].C(=O)(O)[O-].[Na+].[OH-].[Na+]. Product: [I:1][C:2]1[C:10]2[C:5](=[N:6][CH:7]=[N:8][C:9]=2[NH2:11])[N:4]([CH:12]2[CH2:17][CH2:16][N:15]([CH3:20])[CH2:14][CH2:13]2)[N:3]=1. The catalyst class is: 68.